This data is from Forward reaction prediction with 1.9M reactions from USPTO patents (1976-2016). The task is: Predict the product of the given reaction. (1) Given the reactants CC1(C)[O:6][C@@H:5]([C:7]2[N:8]=[CH:9][C:10]([NH:13][C:14](=[O:38])[C@@H:15]([N:20]3[CH2:24][C:23]([O:25][C:26]4[C:31]([F:32])=[CH:30][CH:29]=[C:28]([O:33][CH2:34][CH3:35])[C:27]=4[F:36])=[CH:22][C:21]3=[O:37])[CH2:16][CH:17]([CH3:19])[CH3:18])=[N:11][CH:12]=2)[CH2:4][O:3]1.Cl, predict the reaction product. The product is: [OH:6][C@@H:5]([C:7]1[N:8]=[CH:9][C:10]([NH:13][C:14](=[O:38])[C@@H:15]([N:20]2[CH2:24][C:23]([O:25][C:26]3[C:31]([F:32])=[CH:30][CH:29]=[C:28]([O:33][CH2:34][CH3:35])[C:27]=3[F:36])=[CH:22][C:21]2=[O:37])[CH2:16][CH:17]([CH3:18])[CH3:19])=[N:11][CH:12]=1)[CH2:4][OH:3]. (2) Given the reactants [F:1][C:2]1[CH:10]=[C:9]2[C:5]([C:6]([C:11]([CH:13]3[CH2:17][CH:16]([OH:18])[CH2:15][NH:14]3)=[O:12])=[CH:7][NH:8]2)=[CH:4][CH:3]=1.[NH:19]([C:28]([O:30][C:31]([CH3:34])([CH3:33])[CH3:32])=[O:29])[C@H:20]([C:25](O)=[O:26])[C:21]([CH3:24])([CH3:23])[CH3:22].CN(C(ON1N=NC2C=CC=NC1=2)=[N+](C)C)C.F[P-](F)(F)(F)(F)F.CN1CCOCC1, predict the reaction product. The product is: [C:31]([O:30][C:28](=[O:29])[NH:19][CH:20]([C:25]([N:14]1[CH2:15][CH:16]([OH:18])[CH2:17][CH:13]1[C:11]([C:6]1[C:5]2[C:9](=[CH:10][C:2]([F:1])=[CH:3][CH:4]=2)[NH:8][CH:7]=1)=[O:12])=[O:26])[C:21]([CH3:24])([CH3:23])[CH3:22])([CH3:34])([CH3:32])[CH3:33]. (3) Given the reactants [OH:1][C:2]1[CH:3]=[CH:4][C:5]2[N:9]=[C:8]([CH2:10][O:11][C:12]3[CH:13]=[C:14]([CH:19]=[CH:20][CH:21]=3)[C:15]([O:17][CH3:18])=[O:16])[N:7]([CH3:22])[C:6]=2[CH:23]=1.[Br:24][C:25]1[C:26](F)=[N:27][CH:28]=[C:29]([CH3:31])[CH:30]=1.N1C2C(=CC=C3C=2N=CC=C3)C=CC=1.C(=O)([O-])[O-].[Cs+].[Cs+], predict the reaction product. The product is: [Br:24][C:25]1[C:26]([O:1][C:2]2[CH:3]=[CH:4][C:5]3[N:9]=[C:8]([CH2:10][O:11][C:12]4[CH:13]=[C:14]([CH:19]=[CH:20][CH:21]=4)[C:15]([O:17][CH3:18])=[O:16])[N:7]([CH3:22])[C:6]=3[CH:23]=2)=[N:27][CH:28]=[C:29]([CH3:31])[CH:30]=1. (4) Given the reactants [CH3:1][N:2]1[CH:6]=[C:5]([C:7]2[CH:16]=[CH:15][C:10]([C:11]([O:13][CH3:14])=[O:12])=[CH:9][CH:8]=2)[N:4]=[C:3]1[C:17]1[CH:22]=[CH:21][CH:20]=[CH:19][N:18]=1.C1C(=O)N([I:30])C(=O)C1.C(O)(C(F)(F)F)=O, predict the reaction product. The product is: [I:30][C:6]1[N:2]([CH3:1])[C:3]([C:17]2[CH:22]=[CH:21][CH:20]=[CH:19][N:18]=2)=[N:4][C:5]=1[C:7]1[CH:16]=[CH:15][C:10]([C:11]([O:13][CH3:14])=[O:12])=[CH:9][CH:8]=1.